Dataset: Peptide-MHC class II binding affinity with 134,281 pairs from IEDB. Task: Regression. Given a peptide amino acid sequence and an MHC pseudo amino acid sequence, predict their binding affinity value. This is MHC class II binding data. (1) The peptide sequence is AFKVAATVANAAPAN. The MHC is DRB1_0802 with pseudo-sequence DRB1_0802. The binding affinity (normalized) is 0.797. (2) The peptide sequence is FKIMLKALSHLSLGL. The MHC is DRB1_1101 with pseudo-sequence DRB1_1101. The binding affinity (normalized) is 0.946.